This data is from Catalyst prediction with 721,799 reactions and 888 catalyst types from USPTO. The task is: Predict which catalyst facilitates the given reaction. (1) Reactant: [CH3:1][S:2](Cl)(=[O:4])=[O:3].[CH3:6][C:7]([O:10][C:11]([NH:13][C@@H:14]1[C@@H:19]([OH:20])[CH2:18][CH2:17][O:16][CH2:15]1)=[O:12])([CH3:9])[CH3:8].C(N(CC)CC)C. Product: [CH3:9][C:7]([O:10][C:11]([NH:13][C@@H:14]1[C@@H:19]([O:20][S:2]([CH3:1])(=[O:4])=[O:3])[CH2:18][CH2:17][O:16][CH2:15]1)=[O:12])([CH3:6])[CH3:8]. The catalyst class is: 2. (2) Reactant: [CH3:1][C:2]1[CH:3]=[CH:4][C:5]([NH2:11])=[C:6]([CH:10]=1)[C:7](O)=[O:8].[CH:12]([NH2:14])=O. Product: [CH3:1][C:2]1[CH:10]=[C:6]2[C:5](=[CH:4][CH:3]=1)[N:11]=[CH:12][NH:14][C:7]2=[O:8]. The catalyst class is: 6. (3) Reactant: Cl[C:2]1[C:7]2[C:8](=[O:21])[N:9]([C:13]3[CH:18]=[CH:17][C:16]([I:19])=[C:15]([Cl:20])[CH:14]=3)[CH2:10][CH2:11][O:12][C:6]=2[N:5]=[CH:4][N:3]=1.[NH3:22]. Product: [NH2:22][C:2]1[C:7]2[C:8](=[O:21])[N:9]([C:13]3[CH:18]=[CH:17][C:16]([I:19])=[C:15]([Cl:20])[CH:14]=3)[CH2:10][CH2:11][O:12][C:6]=2[N:5]=[CH:4][N:3]=1. The catalyst class is: 12. (4) Reactant: Br[CH2:2][C:3]([C:5]1[CH:10]=[CH:9][C:8]([O:11][CH3:12])=[CH:7][CH:6]=1)=O.[NH2:13][C:14]([NH2:16])=[S:15]. Product: [CH3:12][O:11][C:8]1[CH:9]=[CH:10][C:5]([C:3]2[N:13]=[C:14]([NH2:16])[S:15][CH:2]=2)=[CH:6][CH:7]=1. The catalyst class is: 14. (5) Reactant: C(C1OC(C2C=[C:11]([S:15]([NH2:18])(=[O:17])=[O:16])C=CC=2)=CC=1)(=O)C.ClC1[N:25]=[CH:24][CH:23]=[CH:22][N:21]=1.C(=O)([O-])[O-].[K+].[K+]. Product: [N:21]1[CH:22]=[CH:23][CH:24]=[N:25][C:11]=1[S:15]([NH2:18])(=[O:16])=[O:17]. The catalyst class is: 9. (6) Reactant: [NH2:1][C:2]1[S:3][C@:4]2([CH2:31][NH2:32])[C@H:6]([C@:7]([C:10]3[CH:11]=[C:12]([NH:18][C:19]([C:21]4[CH:26]=[N:25][C:24]([O:27][CH2:28][C:29]#[CH:30])=[CH:23][N:22]=4)=[O:20])[CH:13]=[C:14]([F:17])[C:15]=3[F:16])([CH3:9])[N:8]=1)[CH2:5]2.C(N(C(C)C)CC)(C)C.[C:42](OC(=O)C)(=[O:44])[CH3:43]. Product: [C:42]([NH:32][CH2:31][C@:4]12[CH2:5][C@H:6]1[C@:7]([C:10]1[CH:11]=[C:12]([NH:18][C:19]([C:21]3[CH:26]=[N:25][C:24]([O:27][CH2:28][C:29]#[CH:30])=[CH:23][N:22]=3)=[O:20])[CH:13]=[C:14]([F:17])[C:15]=1[F:16])([CH3:9])[N:8]=[C:2]([NH2:1])[S:3]2)(=[O:44])[CH3:43]. The catalyst class is: 2.